From a dataset of Reaction yield outcomes from USPTO patents with 853,638 reactions. Predict the reaction yield, written as a fraction of the theoretical maximum amount of product (1.0 means a 100% yield; for example, 0.34 means a 34% yield). (1) The reactants are OC1O[C@H](C)[C@H](O)C[C@H]1O.[C:11]([C:13]1[CH:18]=[CH:17][C:16]([OH:19])=[CH:15][CH:14]=1)#[N:12].C([O-])([O-])=O.[K+].[K+].[F:26][C:27]1[CH:28]=[C:29]([CH:32]=[CH:33][CH:34]=1)[CH2:30]Br. The catalyst is CC(C)=O. The product is [F:26][C:27]1[CH:28]=[C:29]([CH:32]=[CH:33][CH:34]=1)[CH2:30][O:19][C:16]1[CH:17]=[CH:18][C:13]([C:11]#[N:12])=[CH:14][CH:15]=1. The yield is 0.870. (2) The reactants are C(O[C:4](=[O:19])[C:5]([NH:7][C:8]1[CH:13]=[CH:12][C:11]([O:14][CH3:15])=[CH:10][C:9]=1[N+:16]([O-:18])=[O:17])=[O:6])C.C1(C)C=CC=CC=1.[CH2:27]([NH2:31])[CH2:28][CH2:29][CH3:30]. No catalyst specified. The product is [CH2:27]([NH:31][C:4](=[O:19])[C:5]([NH:7][C:8]1[CH:13]=[CH:12][C:11]([O:14][CH3:15])=[CH:10][C:9]=1[N+:16]([O-:18])=[O:17])=[O:6])[CH2:28][CH2:29][CH3:30]. The yield is 0.933.